The task is: Predict the reaction yield, written as a fraction of the theoretical maximum amount of product (1.0 means a 100% yield; for example, 0.34 means a 34% yield).. This data is from Reaction yield outcomes from USPTO patents with 853,638 reactions. (1) The reactants are [N+]([C:4]1[CH:11]=[C:10]([C:12]([F:15])([F:14])[F:13])[CH:9]=[CH:8][C:5]=1[C:6]#[N:7])([O-])=O.[C:16]([O:20][CH3:21])(=[O:19])[CH2:17][SH:18].CN1C(=O)CCC1.O.[OH-].[Li+]. The catalyst is O. The product is [C:16]([C:17]1[S:18][C:4]2[CH:11]=[C:10]([C:12]([F:15])([F:14])[F:13])[CH:9]=[CH:8][C:5]=2[C:6]=1[NH2:7])([O:20][CH3:21])=[O:19]. The yield is 0.847. (2) The reactants are [N:1]1[CH:6]=[C:5]([CH2:7][OH:8])[CH:4]=[N:3][CH:2]=1.[CH3:9][S:10](Cl)(=[O:12])=[O:11]. The catalyst is CN(C1C=CN=CC=1)C.CCN(CC)CC. The product is [N:1]1[CH:6]=[C:5]([CH2:7][O:8][S:10]([CH3:9])(=[O:12])=[O:11])[CH:4]=[N:3][CH:2]=1. The yield is 0.400. (3) The reactants are C([O:4][C:5]1[C:6]([C:20](=[O:29])[C:21]2[CH:26]=[CH:25][C:24]([O:27][CH3:28])=[CH:23][CH:22]=2)=[C:7]([CH2:15][C:16]([O:18][CH3:19])=[O:17])[CH:8]=[C:9]([O:11][CH2:12][CH:13]=[CH2:14])[CH:10]=1)C=C.B(Br)(Br)Br.CCCCCC.CO. The catalyst is ClCCl. The product is [CH2:12]([O:11][C:9]1[CH:10]=[C:5]([OH:4])[C:6]([C:20](=[O:29])[C:21]2[CH:22]=[CH:23][C:24]([O:27][CH3:28])=[CH:25][CH:26]=2)=[C:7]([CH2:15][C:16]([O:18][CH3:19])=[O:17])[CH:8]=1)[CH:13]=[CH2:14]. The yield is 0.610. (4) The product is [CH3:1][O:2][C:3]([C:5]1([C:11]2[CH:12]=[CH:13][C:14]([NH2:17])=[C:15]([Br:18])[CH:16]=2)[CH2:6][CH2:7][O:8][CH2:9][CH2:10]1)=[O:4]. The yield is 0.840. The reactants are [CH3:1][O:2][C:3]([C:5]1([C:11]2[CH:16]=[CH:15][C:14]([NH2:17])=[CH:13][CH:12]=2)[CH2:10][CH2:9][O:8][CH2:7][CH2:6]1)=[O:4].[Br:18]N1C(=O)CCC1=O.CCOC(C)=O. The catalyst is C(Cl)Cl.CC#N. (5) The reactants are [C:1](Cl)([C:3](Cl)=[O:4])=O.CS(C)=O.Cl[CH:12]([OH:17])[C:13]([CH3:16])([CH3:15])[CH3:14].CC1C=CC(S(O)(=O)=O)=[CH:23][CH:24]=1.[Cl:29]CCl. The catalyst is C(O)C.CCN(CC)CC. The product is [Cl:29][CH2:14][C:13]([CH3:16])([CH3:15])[CH:12]([O:17][CH2:23][CH3:24])[O:4][CH2:3][CH3:1]. The yield is 0.680. (6) The reactants are [Br:1][C:2]1[C:3]([O:12][C:13]2[C:14]([CH3:19])=[N:15][CH:16]=[CH:17][CH:18]=2)=[CH:4][C:5]([NH:8][C:9]([NH2:11])=[S:10])=[N:6][CH:7]=1.Br[CH2:21][C:22]([CH:24]1[CH2:29][CH2:28][N:27]([C:30]([O:32][C:33]([CH3:36])([CH3:35])[CH3:34])=[O:31])[CH2:26][CH2:25]1)=O.C(OC(N1CCC(C(O)=O)CC1)=O)(C)(C)C.C(N(CC)CC)C. The catalyst is C(O)C. The product is [Br:1][C:2]1[C:3]([O:12][C:13]2[C:14]([CH3:19])=[N:15][CH:16]=[CH:17][CH:18]=2)=[CH:4][C:5]([NH:8][C:9]2[S:10][CH:21]=[C:22]([CH:24]3[CH2:25][CH2:26][N:27]([C:30]([O:32][C:33]([CH3:36])([CH3:35])[CH3:34])=[O:31])[CH2:28][CH2:29]3)[N:11]=2)=[N:6][CH:7]=1. The yield is 0.940. (7) The reactants are [C:1]1([SH:7])[CH:6]=[CH:5][CH:4]=[CH:3][CH:2]=1.[H-].[Na+].Br[C:11]1[N:12]=[C:13]([NH:33][CH2:34][C:35]([OH:38])([CH3:37])[CH3:36])[C:14]2[N:15]([C:17]([C:20]3[CH:31]=[CH:30][C:23]([C:24]([NH:26][CH:27]4[CH2:29][CH2:28]4)=[O:25])=[C:22]([CH3:32])[CH:21]=3)=[CH:18][N:19]=2)[CH:16]=1. The catalyst is CS(C)=O. The product is [CH:27]1([NH:26][C:24](=[O:25])[C:23]2[CH:30]=[CH:31][C:20]([C:17]3[N:15]4[CH:16]=[C:11]([S:7][C:1]5[CH:6]=[CH:5][CH:4]=[CH:3][CH:2]=5)[N:12]=[C:13]([NH:33][CH2:34][C:35]([OH:38])([CH3:36])[CH3:37])[C:14]4=[N:19][CH:18]=3)=[CH:21][C:22]=2[CH3:32])[CH2:28][CH2:29]1. The yield is 0.0800.